From a dataset of Full USPTO retrosynthesis dataset with 1.9M reactions from patents (1976-2016). Predict the reactants needed to synthesize the given product. (1) Given the product [F:66][C:44]([F:43])([F:65])[O:45][C:46]1[CH:47]=[CH:48][C:49]([N:52]2[CH:56]=[N:55][C:54]([C:57]3[CH:62]=[CH:61][C:60]([CH2:63][NH:64][C:1](=[O:9])[C:2]4[CH:3]=[CH:4][CH:5]=[CH:6][CH:7]=4)=[CH:59][CH:58]=3)=[N:53]2)=[CH:50][CH:51]=1, predict the reactants needed to synthesize it. The reactants are: [C:1]([OH:9])(=O)[C:2]1[CH:7]=[CH:6][CH:5]=[CH:4][CH:3]=1.C(N(CC)C(C)C)(C)C.F[P-](F)(F)(F)(F)F.CN(C(N(C)C)=[N+]1C2C(=NC=CC=2)[N+]([O-])=N1)C.[F:43][C:44]([F:66])([F:65])[O:45][C:46]1[CH:51]=[CH:50][C:49]([N:52]2[CH:56]=[N:55][C:54]([C:57]3[CH:62]=[CH:61][C:60]([CH2:63][NH2:64])=[CH:59][CH:58]=3)=[N:53]2)=[CH:48][CH:47]=1. (2) The reactants are: [CH3:1][C:2]1[N:7]=[C:6]([C:8]([OH:10])=[O:9])[CH:5]=[CH:4][CH:3]=1.S(=O)(=O)(O)O.[CH3:16]O. Given the product [CH3:16][O:9][C:8]([C:6]1[CH:5]=[CH:4][CH:3]=[C:2]([CH3:1])[N:7]=1)=[O:10], predict the reactants needed to synthesize it. (3) Given the product [C:23]([C:28]1[N:8]([CH2:9][CH2:10][N:11]2[CH2:16][CH2:15][CH2:14][CH2:13][CH2:12]2)[C:7]2[CH:6]=[CH:5][C:4]([NH:17][C:18](=[O:21])[O:19][CH3:20])=[CH:3][C:2]=2[N:1]=1)([CH3:27])([CH3:24])[CH3:22], predict the reactants needed to synthesize it. The reactants are: [NH2:1][C:2]1[CH:3]=[C:4]([NH:17][C:18](=[O:21])[O:19][CH3:20])[CH:5]=[CH:6][C:7]=1[NH:8][CH2:9][CH2:10][N:11]1[CH2:16][CH2:15][CH2:14][CH2:13][CH2:12]1.[CH3:22][C:23]([CH3:28])([CH3:27])[C:24](Cl)=O.